Dataset: Reaction yield outcomes from USPTO patents with 853,638 reactions. Task: Predict the reaction yield, written as a fraction of the theoretical maximum amount of product (1.0 means a 100% yield; for example, 0.34 means a 34% yield). (1) The yield is 0.920. The catalyst is ClCCl.O. The product is [Br:1][C:2]1[CH:7]=[CH:6][C:5]([C@H:8]([OH:10])[CH3:9])=[CH:4][CH:3]=1. The reactants are [Br:1][C:2]1[CH:7]=[CH:6][C:5]([C:8](=[O:10])[CH3:9])=[CH:4][CH:3]=1.CB1N2CCC[C@H]2C(C2C=CC=CC=2)(C2C=CC=CC=2)O1.CO. (2) The reactants are [O:1]1[CH2:6][CH2:5][CH2:4][CH2:3][CH:2]1[N:7]1[C:15]2[C:10](=[CH:11][C:12]([C:16]3[N:20]=[CH:19][N:18]([C:21]([C:34]4[CH:39]=[CH:38][CH:37]=[CH:36][CH:35]=4)([C:28]4[CH:33]=[CH:32][CH:31]=[CH:30][CH:29]=4)[C:22]4[CH:27]=[CH:26][CH:25]=[CH:24][CH:23]=4)[N:17]=3)=[CH:13][CH:14]=2)[C:9]([C:40]2[CH:41]=[C:42]([NH2:46])[CH:43]=[CH:44][CH:45]=2)=[N:8]1.[C:47]1([CH2:53][C:54](Cl)=[O:55])[CH:52]=[CH:51][CH:50]=[CH:49][CH:48]=1.C(N(CC)CC)C. The catalyst is O1CCCC1. The product is [O:1]1[CH2:6][CH2:5][CH2:4][CH2:3][CH:2]1[N:7]1[C:15]2[C:10](=[CH:11][C:12]([C:16]3[N:20]=[CH:19][N:18]([C:21]([C:28]4[CH:33]=[CH:32][CH:31]=[CH:30][CH:29]=4)([C:22]4[CH:27]=[CH:26][CH:25]=[CH:24][CH:23]=4)[C:34]4[CH:35]=[CH:36][CH:37]=[CH:38][CH:39]=4)[N:17]=3)=[CH:13][CH:14]=2)[C:9]([C:40]2[CH:41]=[C:42]([NH:46][C:54](=[O:55])[CH2:53][C:47]3[CH:52]=[CH:51][CH:50]=[CH:49][CH:48]=3)[CH:43]=[CH:44][CH:45]=2)=[N:8]1. The yield is 0.990. (3) The reactants are Br[C:2]1[CH:3]=[CH:4][C:5]([C:13]([OH:15])=[O:14])=[N:6][C:7]=1[O:8][CH2:9][CH:10]1[CH2:12][CH2:11]1.[CH3:16][CH:17]1[CH2:21][CH2:20][CH2:19][NH:18]1.C1(P(C2C=CC=CC=2)C2C=CC3C(=CC=CC=3)C=2C2C3C(=CC=CC=3)C=CC=2P(C2C=CC=CC=2)C2C=CC=CC=2)C=CC=CC=1.C(=O)([O-])[O-].[Cs+].[Cs+]. The catalyst is C1(C)C=CC=CC=1.C1C=CC(/C=C/C(/C=C/C2C=CC=CC=2)=O)=CC=1.C1C=CC(/C=C/C(/C=C/C2C=CC=CC=2)=O)=CC=1.C1C=CC(/C=C/C(/C=C/C2C=CC=CC=2)=O)=CC=1.[Pd].[Pd]. The product is [CH:10]1([CH2:9][O:8][C:7]2[N:6]=[C:5]([C:13]([OH:15])=[O:14])[CH:4]=[CH:3][C:2]=2[N:18]2[CH2:19][CH2:20][CH2:21][CH:17]2[CH3:16])[CH2:12][CH2:11]1. The yield is 0.369. (4) The reactants are [CH:1]([C:4]1[CH:9]=[CH:8][C:7]([N+:10]([O-])=O)=[CH:6][N:5]=1)([CH3:3])[CH3:2]. The catalyst is CO.[Ni]. The product is [CH:1]([C:4]1[CH:9]=[CH:8][C:7]([NH2:10])=[CH:6][N:5]=1)([CH3:3])[CH3:2]. The yield is 0.520.